This data is from Peptide-MHC class I binding affinity with 185,985 pairs from IEDB/IMGT. The task is: Regression. Given a peptide amino acid sequence and an MHC pseudo amino acid sequence, predict their binding affinity value. This is MHC class I binding data. (1) The peptide sequence is AVFLSYIGY. The MHC is HLA-A69:01 with pseudo-sequence HLA-A69:01. The binding affinity (normalized) is 0.0847. (2) The peptide sequence is SQKHFDTWW. The MHC is HLA-A03:01 with pseudo-sequence HLA-A03:01. The binding affinity (normalized) is 0.0847.